Dataset: Forward reaction prediction with 1.9M reactions from USPTO patents (1976-2016). Task: Predict the product of the given reaction. (1) Given the reactants [I:1][C:2]1[CH:8]=[CH:7][C:5]([NH2:6])=[CH:4][CH:3]=1.[C:9](OC(=O)C)(=[O:11])[CH3:10], predict the reaction product. The product is: [I:1][C:2]1[CH:8]=[CH:7][C:5]([NH:6][C:9](=[O:11])[CH3:10])=[CH:4][CH:3]=1. (2) Given the reactants C([O:3][C:4](=[O:34])[CH:5]([C:10]1[CH:11]=[C:12]([C:24]2[CH:29]=[CH:28][C:27]([C:30]([F:33])([F:32])[F:31])=[CH:26][CH:25]=2)[CH:13]=[C:14](OS(C(F)(F)F)(=O)=O)[CH:15]=1)[CH2:6][CH:7]([CH3:9])[CH3:8])C.[F:35][C:36]1[CH:37]=[C:38](B(O)O)[CH:39]=[C:40]([F:43])[C:41]=1[F:42], predict the reaction product. The product is: [CH3:9][CH:7]([CH3:8])[CH2:6][CH:5]([C:10]1[CH:11]=[C:12]([C:24]2[CH:25]=[CH:26][C:27]([C:30]([F:32])([F:31])[F:33])=[CH:28][CH:29]=2)[CH:13]=[C:14]([C:38]2[CH:37]=[C:36]([F:35])[C:41]([F:42])=[C:40]([F:43])[CH:39]=2)[CH:15]=1)[C:4]([OH:3])=[O:34].